This data is from Catalyst prediction with 721,799 reactions and 888 catalyst types from USPTO. The task is: Predict which catalyst facilitates the given reaction. (1) Reactant: C([NH:8][C:9]1[C:10]([CH3:29])=[C:11]([CH2:19][C:20]2[CH:25]=[CH:24][C:23]([CH:26]([CH3:28])[CH3:27])=[CH:22][CH:21]=2)[C:12]2[O:16][CH2:15][CH2:14][C:13]=2[C:17]=1[CH3:18])C1C=CC=CC=1. Product: [CH:26]([C:23]1[CH:24]=[CH:25][C:20]([CH2:19][C:11]2[C:12]3[O:16][CH2:15][CH2:14][C:13]=3[C:17]([CH3:18])=[C:9]([NH2:8])[C:10]=2[CH3:29])=[CH:21][CH:22]=1)([CH3:28])[CH3:27]. The catalyst class is: 175. (2) Reactant: [Cl:1][C:2]1[CH:3]=[C:4]2[C:8](=[C:9]([C:11]([OH:13])=O)[CH:10]=1)[NH:7][CH:6]=[CH:5]2.CN(C(ON1N=NC2C=CC=CC1=2)=[N+](C)C)C.[B-](F)(F)(F)F.C(N(CC)C(C)C)(C)C.[C:45]([C:49]1[CH:67]=[CH:66][C:52]([CH2:53][NH:54][CH2:55][CH:56]([C:58]2[CH:63]=[CH:62][C:61]([Cl:64])=[C:60]([Cl:65])[CH:59]=2)[OH:57])=[CH:51][CH:50]=1)([CH3:48])([CH3:47])[CH3:46]. Product: [C:45]([C:49]1[CH:67]=[CH:66][C:52]([CH2:53][N:54]([CH2:55][CH:56]([C:58]2[CH:63]=[CH:62][C:61]([Cl:64])=[C:60]([Cl:65])[CH:59]=2)[OH:57])[C:11]([C:9]2[CH:10]=[C:2]([Cl:1])[CH:3]=[C:4]3[C:8]=2[NH:7][CH:6]=[CH:5]3)=[O:13])=[CH:51][CH:50]=1)([CH3:48])([CH3:46])[CH3:47]. The catalyst class is: 18.